The task is: Predict the product of the given reaction.. This data is from Forward reaction prediction with 1.9M reactions from USPTO patents (1976-2016). (1) Given the reactants [Cl:1][C:2]1[N:11]=[C:10](Cl)[C:9]2[C:4](=[CH:5][CH:6]=[C:7]([O:13][CH3:14])[CH:8]=2)[N:3]=1.[OH-:15].[Na+], predict the reaction product. The product is: [Cl:1][C:2]1[N:11]=[C:10]([OH:15])[C:9]2[C:4](=[CH:5][CH:6]=[C:7]([O:13][CH3:14])[CH:8]=2)[N:3]=1. (2) Given the reactants F[B-](F)(F)F.C(=O)([O-])[O-].[Na+].[Na+].C(O)CCCCCCC.C(OC(C)=C)(=O)C.C(OCCCCCCCC)(C)=C.[CH2:40]([O:48][C:49]([O:52]CCCCCCCC)(C)[CH3:50])[CH2:41][CH2:42][CH2:43][CH2:44][CH2:45][CH2:46][CH3:47], predict the reaction product. The product is: [C:49]([O:48][CH2:40][CH2:41][CH2:42][CH2:43][CH2:44][CH2:45][CH2:46][CH3:47])(=[O:52])[CH3:50].